This data is from Full USPTO retrosynthesis dataset with 1.9M reactions from patents (1976-2016). The task is: Predict the reactants needed to synthesize the given product. (1) Given the product [CH3:21][C:22]1([CH3:31])[CH2:27][CH:26]([NH:28][C:5]2[N:10]=[C:9]([C:11]3[S:15][C:14](/[CH:16]=[CH:17]/[CH:18]([OH:20])[CH3:19])=[CH:13][CH:12]=3)[CH:8]=[CH:7][N:6]=2)[CH2:25][C:24]([CH3:30])([CH3:29])[NH:23]1, predict the reactants needed to synthesize it. The reactants are: CS([C:5]1[N:10]=[C:9]([C:11]2[S:15][C:14](/[CH:16]=[CH:17]/[CH:18]([OH:20])[CH3:19])=[CH:13][CH:12]=2)[CH:8]=[CH:7][N:6]=1)(=O)=O.[CH3:21][C:22]1([CH3:31])[CH2:27][CH:26]([NH2:28])[CH2:25][C:24]([CH3:30])([CH3:29])[NH:23]1.CCN(C(C)C)C(C)C. (2) Given the product [N:14]([CH2:12][C@H:10]([OH:11])[CH2:9][O:8][C:7]1[CH:6]=[C:5]([Cl:13])[N:4]=[N:3][C:2]=1[Cl:1])=[N+:15]=[N-:16], predict the reactants needed to synthesize it. The reactants are: [Cl:1][C:2]1[N:3]=[N:4][C:5]([Cl:13])=[CH:6][C:7]=1[O:8][CH2:9][C@@H:10]1[CH2:12][O:11]1.[N-:14]=[N+:15]=[N-:16].[Na+]. (3) Given the product [Cl:1][C:2]1[CH:7]=[CH:6][N:5]=[C:4]2[C:8]([C:11]([NH:13][C@H:14]3[CH2:19][CH2:18][CH2:17][CH2:16][C@@H:15]3[OH:20])=[O:12])=[CH:9][N:10]([CH2:11][C:8]3[CH:9]=[CH:30][N:28]=[CH:27][CH:4]=3)[C:3]=12, predict the reactants needed to synthesize it. The reactants are: [Cl:1][C:2]1[CH:7]=[CH:6][N:5]=[C:4]2[C:8]([C:11]([NH:13][C@H:14]3[CH2:19][CH2:18][CH2:17][CH2:16][C@@H:15]3[OH:20])=[O:12])=[CH:9][NH:10][C:3]=12.C(=O)([O-])[O-].[Cs+].[Cs+].[CH3:27][N:28]([CH:30]=O)C. (4) Given the product [CH3:9][O:8][C:5]1[CH:6]=[CH:7][C:2]([C:1]([NH:29][C:24]2[C:23]([NH:22][C:20](=[O:21])[C:19]3[CH:30]=[CH:31][C:16]([C:12]([CH3:14])([CH3:13])[CH3:15])=[CH:17][CH:18]=3)=[CH:28][CH:27]=[CH:26][CH:25]=2)=[O:10])=[CH:3][CH:4]=1, predict the reactants needed to synthesize it. The reactants are: [C:1](Cl)(=[O:10])[C:2]1[CH:7]=[CH:6][C:5]([O:8][CH3:9])=[CH:4][CH:3]=1.[C:12]([C:16]1[CH:31]=[CH:30][C:19]([C:20]([NH:22][C:23]2[C:24]([NH2:29])=[CH:25][CH:26]=[CH:27][CH:28]=2)=[O:21])=[CH:18][CH:17]=1)([CH3:15])([CH3:14])[CH3:13]. (5) Given the product [NH2:69][C:70]([C:2]1[CH:3]=[C:4]([CH:9]=[C:10]([C:12]([N:14]([CH2:18][CH2:19][CH3:20])[CH2:15][CH2:16][CH3:17])=[O:13])[CH:11]=1)[C:5]([O:7][CH3:8])=[O:6])=[O:74], predict the reactants needed to synthesize it. The reactants are: Br[C:2]1[CH:3]=[C:4]([CH:9]=[C:10]([C:12]([N:14]([CH2:18][CH2:19][CH3:20])[CH2:15][CH2:16][CH3:17])=[O:13])[CH:11]=1)[C:5]([O:7][CH3:8])=[O:6].C1(P(C2C=CC=CC=2)CCCP(C2C=CC=CC=2)C2C=CC=CC=2)C=CC=CC=1.C[Si](C)(C)N[Si](C)(C)C.C(N(C(C)C)CC)(C)C.C[N:69]1CCC[C:70]1=[O:74]. (6) Given the product [Cl:40][C:31]1[C:32]([C:36]([F:37])([F:38])[F:39])=[CH:33][CH:34]=[CH:35][C:30]=1[CH2:29][N:14]([CH2:15][CH:16]([C:17]1[CH:18]=[CH:19][CH:20]=[CH:21][CH:22]=1)[C:23]1[CH:28]=[CH:27][CH:26]=[CH:25][CH:24]=1)[CH2:13][CH2:12][CH2:11][O:10][C:7]1[CH:8]=[CH:9][C:4]([C:3]([OH:41])=[O:2])=[CH:5][CH:6]=1, predict the reactants needed to synthesize it. The reactants are: C[O:2][C:3](=[O:41])[C:4]1[CH:9]=[CH:8][C:7]([O:10][CH2:11][CH2:12][CH2:13][N:14]([CH2:29][C:30]2[CH:35]=[CH:34][CH:33]=[C:32]([C:36]([F:39])([F:38])[F:37])[C:31]=2[Cl:40])[CH2:15][CH:16]([C:23]2[CH:28]=[CH:27][CH:26]=[CH:25][CH:24]=2)[C:17]2[CH:22]=[CH:21][CH:20]=[CH:19][CH:18]=2)=[CH:6][CH:5]=1.O[Li].O. (7) Given the product [Br-:2].[CH2:12]([Zn+:1])[C:13]1[CH:18]=[CH:17][CH:16]=[CH:15][CH:14]=1, predict the reactants needed to synthesize it. The reactants are: [Zn:1].[Br:2]CCBr.Cl[Si](C)(C)C.Br[CH2:12][C:13]1[CH:18]=[CH:17][CH:16]=[CH:15][CH:14]=1. (8) Given the product [F:12][C:9]1[CH:10]=[CH:11][C:6]([C:4](=[O:5])[CH2:3][CH2:2][N:20]2[CH2:21][CH2:22][CH2:23][CH:18]([C:14]3[S:13][CH:17]=[CH:16][N:15]=3)[CH2:19]2)=[CH:7][CH:8]=1, predict the reactants needed to synthesize it. The reactants are: Cl[CH2:2][CH2:3][C:4]([C:6]1[CH:11]=[CH:10][C:9]([F:12])=[CH:8][CH:7]=1)=[O:5].[S:13]1[CH:17]=[CH:16][N:15]=[C:14]1[CH:18]1[CH2:23][CH2:22][CH2:21][NH:20][CH2:19]1.C([O-])([O-])=O.[K+].[K+].[Na+].[I-].